Dataset: Reaction yield outcomes from USPTO patents with 853,638 reactions. Task: Predict the reaction yield, written as a fraction of the theoretical maximum amount of product (1.0 means a 100% yield; for example, 0.34 means a 34% yield). (1) The reactants are [CH3:1][N:2]([C-:4]1[CH:8]=[CH:7][CH:6]=[CH:5]1)[CH3:3].[CH-:9]1[CH:13]=[CH:12][CH:11]=[CH:10]1.[Fe+2:14].B(F)(F)F.CCOCC.[Li]CCCC.Cl[P:30]([CH:37]1[CH2:42][CH2:41][CH2:40][CH2:39][CH2:38]1)[CH:31]1[CH2:36][CH2:35][CH2:34][CH2:33][CH2:32]1.C([O-])(O)=O.[Na+]. The catalyst is C1COCC1.CCOCC. The product is [CH:37]1([P:30]([CH:31]2[CH2:32][CH2:33][CH2:34][CH2:35][CH2:36]2)[C:5]2[C-:4]([N:2]([CH3:3])[CH3:1])[CH:8]=[CH:7][CH:6]=2)[CH2:38][CH2:39][CH2:40][CH2:41][CH2:42]1.[CH-:9]1[CH:13]=[CH:12][CH:11]=[CH:10]1.[Fe+2:14]. The yield is 0.770. (2) The reactants are [F:1][C:2]1[CH:7]=[CH:6][C:5]([N:8]2[CH2:13][CH2:12][N:11]([S:14]([C:17]3[CH:18]=[C:19]4[C:23](=[CH:24][CH:25]=3)[N:22]([C:26](=[O:32])[CH2:27][CH2:28][C:29]([OH:31])=[O:30])[CH2:21][CH2:20]4)(=[O:16])=[O:15])[CH2:10][CH2:9]2)=[CH:4][CH:3]=1.F[C:34]1C=CC(N2CCNCC2)=CC=1.COC(=O)CCC(N1C2C(=CC(S(Cl)(=O)=O)=CC=2)CC1)=O.Cl. The catalyst is ClCCl.O.N1C=CC=CC=1. The product is [F:1][C:2]1[CH:7]=[CH:6][C:5]([N:8]2[CH2:9][CH2:10][N:11]([S:14]([C:17]3[CH:18]=[C:19]4[C:23](=[CH:24][CH:25]=3)[N:22]([C:26](=[O:32])[CH2:27][CH2:28][C:29]([O:31][CH3:34])=[O:30])[CH2:21][CH2:20]4)(=[O:15])=[O:16])[CH2:12][CH2:13]2)=[CH:4][CH:3]=1. The yield is 0.670. (3) The reactants are [Cl:1][C:2]1[CH:3]=[C:4]([C@@H:12]([CH2:26][CH:27]2[CH2:31][CH2:30][CH2:29][CH2:28]2)[C:13]([NH:15][C:16]2[CH:20]=[CH:19][N:18]([CH2:21][CH2:22][C:23]([OH:25])=O)[N:17]=2)=[O:14])[CH:5]=[CH:6][C:7]=1[S:8]([CH3:11])(=[O:10])=[O:9].C(Cl)(=O)C(Cl)=O.N1C(C)=CC=CC=1C.[NH2:46][CH2:47][CH2:48][N:49]1[CH2:54][CH2:53][O:52][CH2:51][CH2:50]1. The catalyst is C(Cl)Cl. The product is [Cl:1][C:2]1[CH:3]=[C:4]([C@@H:12]([CH2:26][CH:27]2[CH2:31][CH2:30][CH2:29][CH2:28]2)[C:13]([NH:15][C:16]2[CH:20]=[CH:19][N:18]([CH2:21][CH2:22][C:23](=[O:25])[NH:46][CH2:47][CH2:48][N:49]3[CH2:54][CH2:53][O:52][CH2:51][CH2:50]3)[N:17]=2)=[O:14])[CH:5]=[CH:6][C:7]=1[S:8]([CH3:11])(=[O:10])=[O:9]. The yield is 0.270.